This data is from Forward reaction prediction with 1.9M reactions from USPTO patents (1976-2016). The task is: Predict the product of the given reaction. (1) Given the reactants [Si:1](Cl)([C:4]([CH3:7])([CH3:6])[CH3:5])([CH3:3])[CH3:2].[OH:9][CH2:10][CH2:11][C:12]1[CH:17]=[CH:16][C:15]([OH:18])=[C:14]([I:19])[CH:13]=1.N1C=CN=C1.O, predict the reaction product. The product is: [Si:1]([O:9][CH2:10][CH2:11][C:12]1[CH:17]=[CH:16][C:15]([OH:18])=[C:14]([I:19])[CH:13]=1)([C:4]([CH3:7])([CH3:6])[CH3:5])([CH3:3])[CH3:2]. (2) Given the reactants [F:1][CH2:2][CH:3]([NH:28]S(C(C)(C)C)=O)[C:4]1[CH:9]=[CH:8][C:7]([C:10]2[C:19]([C:20]3[CH:25]=[CH:24][CH:23]=[CH:22][CH:21]=3)=[CH:18][C:17]3[C:12](=[CH:13][CH:14]=[N:15][C:16]=3[O:26]C)[N:11]=2)=[CH:6][CH:5]=1, predict the reaction product. The product is: [NH2:28][CH:3]([C:4]1[CH:5]=[CH:6][C:7]([C:10]2[C:19]([C:20]3[CH:25]=[CH:24][CH:23]=[CH:22][CH:21]=3)=[CH:18][C:17]3[C:16](=[O:26])[NH:15][CH:14]=[CH:13][C:12]=3[N:11]=2)=[CH:8][CH:9]=1)[CH2:2][F:1]. (3) Given the reactants [CH3:1][C:2]1[CH:12]=[C:11]([O:13][CH2:14]/[CH:15]=[C:16](/[C:32]2[CH:37]=[CH:36][C:35]([CH3:38])=[CH:34][CH:33]=2)\[C:17]2[CH:22]=[CH:21][C:20]([C:23]#[C:24][CH2:25][N:26]3CCO[CH2:28][CH2:27]3)=[CH:19][CH:18]=2)[CH:10]=[CH:9][C:3]=1[O:4][CH2:5][C:6]([OH:8])=O.C([N:42]1[CH:46]=CC=N1)C#C.[O:47]1CCC[CH2:48]1, predict the reaction product. The product is: [CH3:1][C:2]1[CH:12]=[C:11]([O:13][CH2:14]/[CH:15]=[C:16](/[C:32]2[CH:33]=[CH:34][C:35]([CH3:38])=[CH:36][CH:37]=2)\[C:17]2[CH:22]=[CH:21][C:20]([C:23]#[C:24][CH2:25][N:26]3[CH:27]=[CH:28][CH:46]=[N:42]3)=[CH:19][CH:18]=2)[CH:10]=[CH:9][C:3]=1[O:4][CH2:5][C:6]([O:47][CH3:48])=[O:8]. (4) The product is: [C:22]([C:18]1[CH:17]=[C:16]([C@H:15]([N:24]([CH3:41])[C:25](=[O:40])[CH2:26][C:27]2[CH:39]=[CH:38][C:30]3[S:31](=[O:37])(=[O:36])[CH2:32][C:33](=[O:35])[NH:34][C:29]=3[CH:28]=2)[CH2:14][N:11]2[CH2:12][CH2:13][C@H:9]([OH:8])[CH2:10]2)[CH:21]=[CH:20][CH:19]=1)#[N:23]. Given the reactants [Si]([O:8][C@H:9]1[CH2:13][CH2:12][N:11]([CH2:14][C@@H:15]([N:24]([CH3:41])[C:25](=[O:40])[CH2:26][C:27]2[CH:39]=[CH:38][C:30]3[S:31](=[O:37])(=[O:36])[CH2:32][C:33](=[O:35])[NH:34][C:29]=3[CH:28]=2)[C:16]2[CH:21]=[CH:20][CH:19]=[C:18]([C:22]#[N:23])[CH:17]=2)[CH2:10]1)(C(C)(C)C)(C)C.CCCC[N+](CCCC)(CCCC)CCCC.[F-], predict the reaction product. (5) Given the reactants [I:1][C:2]1[C:10]2[C:5](=[CH:6][CH:7]=[CH:8][C:9]=2[N+:11]([O-:13])=[O:12])[NH:4][N:3]=1.C(=O)([O-])[O-].[K+].[K+].Cl.Cl[CH2:22][C:23]1[CH:28]=[CH:27][C:26]([F:29])=[CH:25][N:24]=1, predict the reaction product. The product is: [F:29][C:26]1[CH:27]=[CH:28][C:23]([CH2:22][N:4]2[C:5]3[C:10](=[C:9]([N+:11]([O-:13])=[O:12])[CH:8]=[CH:7][CH:6]=3)[C:2]([I:1])=[N:3]2)=[N:24][CH:25]=1. (6) Given the reactants [CH3:1][O:2][C:3]1[CH:4]=[C:5]([CH:17]=[CH:18][CH:19]=1)[CH2:6][N:7]1[C:12]([CH3:13])=[CH:11][C:10]([OH:14])=[C:9](I)[C:8]1=[O:16].[Cl-:20].[Li+].O, predict the reaction product. The product is: [CH3:1][O:2][C:3]1[CH:4]=[C:5]([CH:17]=[CH:18][CH:19]=1)[CH2:6][N:7]1[C:12]([CH3:13])=[CH:11][C:10]([OH:14])=[C:9]([Cl:20])[C:8]1=[O:16].